This data is from NCI-60 drug combinations with 297,098 pairs across 59 cell lines. The task is: Regression. Given two drug SMILES strings and cell line genomic features, predict the synergy score measuring deviation from expected non-interaction effect. (1) Drug 1: C(=O)(N)NO. Drug 2: C(CCl)NC(=O)N(CCCl)N=O. Cell line: RPMI-8226. Synergy scores: CSS=2.46, Synergy_ZIP=-2.98, Synergy_Bliss=-0.502, Synergy_Loewe=-5.58, Synergy_HSA=-0.831. (2) Drug 1: CCC1=C2CN3C(=CC4=C(C3=O)COC(=O)C4(CC)O)C2=NC5=C1C=C(C=C5)O. Drug 2: CC12CCC3C(C1CCC2OP(=O)(O)O)CCC4=C3C=CC(=C4)OC(=O)N(CCCl)CCCl.[Na+]. Cell line: T-47D. Synergy scores: CSS=20.3, Synergy_ZIP=-1.72, Synergy_Bliss=-3.89, Synergy_Loewe=-5.10, Synergy_HSA=-3.46. (3) Drug 1: C1CCC(CC1)NC(=O)N(CCCl)N=O. Drug 2: C#CCC(CC1=CN=C2C(=N1)C(=NC(=N2)N)N)C3=CC=C(C=C3)C(=O)NC(CCC(=O)O)C(=O)O. Cell line: SF-295. Synergy scores: CSS=45.2, Synergy_ZIP=-0.766, Synergy_Bliss=0.855, Synergy_Loewe=3.42, Synergy_HSA=2.78. (4) Drug 1: CC1=C(C(=CC=C1)Cl)NC(=O)C2=CN=C(S2)NC3=CC(=NC(=N3)C)N4CCN(CC4)CCO. Drug 2: CN1C2=C(C=C(C=C2)N(CCCl)CCCl)N=C1CCCC(=O)O.Cl. Cell line: HCT116. Synergy scores: CSS=9.35, Synergy_ZIP=-1.44, Synergy_Bliss=-4.90, Synergy_Loewe=-16.3, Synergy_HSA=-4.24. (5) Drug 1: COC1=C2C(=CC3=C1OC=C3)C=CC(=O)O2. Drug 2: C1C(C(OC1N2C=NC(=NC2=O)N)CO)O. Cell line: NCI/ADR-RES. Synergy scores: CSS=-11.0, Synergy_ZIP=5.74, Synergy_Bliss=1.15, Synergy_Loewe=-8.75, Synergy_HSA=-9.56. (6) Drug 1: C1CCC(C1)C(CC#N)N2C=C(C=N2)C3=C4C=CNC4=NC=N3. Drug 2: CC1C(C(CC(O1)OC2CC(CC3=C2C(=C4C(=C3O)C(=O)C5=C(C4=O)C(=CC=C5)OC)O)(C(=O)CO)O)N)O.Cl. Cell line: LOX IMVI. Synergy scores: CSS=52.3, Synergy_ZIP=0.605, Synergy_Bliss=0.756, Synergy_Loewe=-4.01, Synergy_HSA=3.14. (7) Drug 1: CCCCC(=O)OCC(=O)C1(CC(C2=C(C1)C(=C3C(=C2O)C(=O)C4=C(C3=O)C=CC=C4OC)O)OC5CC(C(C(O5)C)O)NC(=O)C(F)(F)F)O. Drug 2: CC12CCC3C(C1CCC2O)C(CC4=C3C=CC(=C4)O)CCCCCCCCCS(=O)CCCC(C(F)(F)F)(F)F. Cell line: A498. Synergy scores: CSS=45.8, Synergy_ZIP=-2.10, Synergy_Bliss=-4.72, Synergy_Loewe=-22.1, Synergy_HSA=-4.98. (8) Drug 1: CC1C(C(CC(O1)OC2CC(CC3=C2C(=C4C(=C3O)C(=O)C5=C(C4=O)C(=CC=C5)OC)O)(C(=O)CO)O)N)O.Cl. Drug 2: C(CC(=O)O)C(=O)CN.Cl. Cell line: M14. Synergy scores: CSS=11.2, Synergy_ZIP=-4.76, Synergy_Bliss=-3.18, Synergy_Loewe=-1.45, Synergy_HSA=-1.32. (9) Drug 1: CC1=C2C(C(=O)C3(C(CC4C(C3C(C(C2(C)C)(CC1OC(=O)C(C(C5=CC=CC=C5)NC(=O)OC(C)(C)C)O)O)OC(=O)C6=CC=CC=C6)(CO4)OC(=O)C)OC)C)OC. Drug 2: C1=CC(=CC=C1CCCC(=O)O)N(CCCl)CCCl. Cell line: HOP-62. Synergy scores: CSS=56.9, Synergy_ZIP=0.409, Synergy_Bliss=-3.22, Synergy_Loewe=-1.00, Synergy_HSA=1.10. (10) Drug 1: CCC1=CC2CC(C3=C(CN(C2)C1)C4=CC=CC=C4N3)(C5=C(C=C6C(=C5)C78CCN9C7C(C=CC9)(C(C(C8N6C)(C(=O)OC)O)OC(=O)C)CC)OC)C(=O)OC.C(C(C(=O)O)O)(C(=O)O)O. Synergy scores: CSS=12.7, Synergy_ZIP=-1.25, Synergy_Bliss=0.182, Synergy_Loewe=-24.1, Synergy_HSA=0.885. Drug 2: C(CC(=O)O)C(=O)CN.Cl. Cell line: U251.